This data is from Forward reaction prediction with 1.9M reactions from USPTO patents (1976-2016). The task is: Predict the product of the given reaction. Given the reactants [Si]([O:8][C@H:9]([C:34]1[CH:39]=[CH:38][C:37]([OH:40])=[C:36]([CH2:41][OH:42])[CH:35]=1)[CH2:10][NH:11][C:12]([CH3:33])([CH3:32])[CH2:13][C:14]1[CH:15]=[C:16]([CH:29]=[CH:30][CH:31]=1)[C:17]([NH:19][CH2:20][CH2:21][C:22]1[CH:27]=[CH:26][CH:25]=[C:24]([F:28])[CH:23]=1)=[O:18])(C(C)(C)C)(C)C.[F-].[NH4+], predict the reaction product. The product is: [F:28][C:24]1[CH:23]=[C:22]([CH2:21][CH2:20][NH:19][C:17](=[O:18])[C:16]2[CH:29]=[CH:30][CH:31]=[C:14]([CH2:13][C:12]([NH:11][CH2:10][C@H:9]([OH:8])[C:34]3[CH:39]=[CH:38][C:37]([OH:40])=[C:36]([CH2:41][OH:42])[CH:35]=3)([CH3:33])[CH3:32])[CH:15]=2)[CH:27]=[CH:26][CH:25]=1.